This data is from Forward reaction prediction with 1.9M reactions from USPTO patents (1976-2016). The task is: Predict the product of the given reaction. Given the reactants CCC([O:5][C@@:6]1([C:30]([CH2:32][Cl:33])=[O:31])[C@@:10]2([CH3:28])[CH2:11][C@H:12]([OH:27])[C@:13]3([F:26])[C@:23]4([CH3:24])[C:17](=[CH:18][C:19]([CH:21]=[CH:22]4)=[O:20])[C@@H:16]([F:25])[CH2:15][C@H:14]3[C@@H:9]2[CH2:8][C@@H:7]1[CH3:29])=O, predict the reaction product. The product is: [CH3:29][C@@H:7]1[C@:6]([OH:5])([C:30]([CH2:32][Cl:33])=[O:31])[C@:10]2([CH3:28])[C@H:9]([C@H:14]3[C@:13]([F:26])([C@@H:12]([OH:27])[CH2:11]2)[C@:23]2([CH3:24])[C:17](=[CH:18][C:19]([CH:21]=[CH:22]2)=[O:20])[C@@H:16]([F:25])[CH2:15]3)[CH2:8]1.